Dataset: Peptide-MHC class I binding affinity with 185,985 pairs from IEDB/IMGT. Task: Regression. Given a peptide amino acid sequence and an MHC pseudo amino acid sequence, predict their binding affinity value. This is MHC class I binding data. (1) The peptide sequence is MQYEVTQHA. The MHC is HLA-A24:03 with pseudo-sequence HLA-A24:03. The binding affinity (normalized) is 0.0847. (2) The peptide sequence is RRFQHKDGH. The MHC is HLA-A30:01 with pseudo-sequence HLA-A30:01. The binding affinity (normalized) is 0.0436. (3) The peptide sequence is KIDILQMREI. The MHC is HLA-A02:03 with pseudo-sequence HLA-A02:03. The binding affinity (normalized) is 0.443. (4) The peptide sequence is SCRVKLSAL. The MHC is HLA-A03:01 with pseudo-sequence HLA-A03:01. The binding affinity (normalized) is 0.0847. (5) The peptide sequence is GDYFVLTSHT. The MHC is HLA-B45:01 with pseudo-sequence HLA-B45:01. The binding affinity (normalized) is 0. (6) The peptide sequence is FLGEDGCWYG. The MHC is HLA-A02:01 with pseudo-sequence HLA-A02:01. The binding affinity (normalized) is 0.634.